From a dataset of Catalyst prediction with 721,799 reactions and 888 catalyst types from USPTO. Predict which catalyst facilitates the given reaction. (1) Reactant: C([N:8]1[CH2:13][CH2:12][CH:11]([NH:14][C:15](=[O:23])[C:16]2[CH:21]=[C:20]([CH3:22])[CH:19]=[N:18][CH:17]=2)[CH2:10][CH2:9]1)C1C=CC=CC=1.C1CCCCC=1. Product: [CH3:22][C:20]1[CH:19]=[N:18][CH:17]=[C:16]([CH:21]=1)[C:15]([NH:14][CH:11]1[CH2:10][CH2:9][NH:8][CH2:13][CH2:12]1)=[O:23]. The catalyst class is: 320. (2) Reactant: [Br:1][C:2]1[CH:8]=[CH:7][CH:6]=[CH:5][C:3]=1[NH2:4].[C:9]1([C:15]2[C:16]([O:18][C:19](=[O:27])[C:20]=2[C:21]2[CH:26]=[CH:25][CH:24]=[CH:23][CH:22]=2)=[O:17])[CH:14]=[CH:13][CH:12]=[CH:11][CH:10]=1. Product: [Br:1][C:2]1[CH:8]=[CH:7][CH:6]=[CH:5][C:3]=1[NH:4][C:19]1([OH:27])[O:18][C:16](=[O:17])[CH:15]([C:9]2[CH:14]=[CH:13][CH:12]=[CH:11][CH:10]=2)[CH:20]1[C:21]1[CH:26]=[CH:25][CH:24]=[CH:23][CH:22]=1. The catalyst class is: 2. (3) Reactant: [N:1]([C:4]1[CH:5]=[C:6]([O:16][CH3:17])[C:7]2[N:8]([C:10]([CH:13]([F:15])[F:14])=[N:11][N:12]=2)[CH:9]=1)=[N+]=[N-].[Cl:18][C:19]1[CH:24]=[CH:23][C:22]([C:25](=O)[C:26]([O:28][CH2:29][CH3:30])=[O:27])=[CH:21][CH:20]=1.C1(P(C2C=CC=CC=2)C2C=CC=CC=2)C=CC=CC=1.C([O-])(O)=O.[Na+]. Product: [Cl:18][C:19]1[CH:20]=[CH:21][C:22](/[C:25](=[N:1]\[C:4]2[CH:5]=[C:6]([O:16][CH3:17])[C:7]3[N:8]([C:10]([CH:13]([F:15])[F:14])=[N:11][N:12]=3)[CH:9]=2)/[C:26]([O:28][CH2:29][CH3:30])=[O:27])=[CH:23][CH:24]=1. The catalyst class is: 1. (4) Reactant: [Br:1][C:2]1[CH:3]=[C:4]([C:8]#[C:9][C:10]2[CH:14]=[CH:13][N:12]([Si](C(C)C)(C(C)C)C(C)C)[CH:11]=2)[CH:5]=[CH:6][CH:7]=1.[O-:25]S([O-])(=O)=O.[Mg+2].C([O-])(O)=O.[Na+].[O-][Mn](=O)(=O)=O.[K+].[OH2:42]. Product: [Br:1][C:2]1[CH:3]=[C:4]([C:8](=[O:25])[C:9]([C:10]2[CH:14]=[CH:13][NH:12][CH:11]=2)=[O:42])[CH:5]=[CH:6][CH:7]=1. The catalyst class is: 21. (5) Reactant: [N+:1]([N:4]1[CH2:11][CH2:10][CH2:9][C@H:5]1[C:6]([OH:8])=[O:7])([O-])=O.FC(F)(F)C(OC(=O)C(F)(F)F)=O. Product: [N:1]1[O:7][C:6]([O-:8])=[C:5]2[CH2:9][CH2:10][CH2:11][N+:4]=12. The catalyst class is: 28. (6) Reactant: [F:1][C:2]1[CH:3]=[C:4]([CH:6]=[CH:7][C:8]=1[CH3:9])[NH2:5].[O:10]([C:12](C)(C)C)[Li].[C:16]([O:20][C:21](=[O:27])[NH:22][CH2:23][C@@H:24]1[CH2:26][O:25]1)([CH3:19])([CH3:18])[CH3:17]. Product: [C:16]([O:20][C:21](=[O:27])[NH:22][CH2:23][C@H:24]1[O:25][C:12](=[O:10])[N:5]([C:4]2[CH:6]=[CH:7][C:8]([CH3:9])=[C:2]([F:1])[CH:3]=2)[CH2:26]1)([CH3:17])([CH3:18])[CH3:19]. The catalyst class is: 499. (7) Reactant: [OH:1][C:2]1[CH:7]=[CH:6][C:5]([CH2:8][C:9]([OH:11])=[O:10])=[C:4]([CH3:12])[C:3]=1[CH3:13].C(=O)([O-])[O-].[Cs+].[Cs+].F[C:21]1[CH:27]=[CH:26][C:24]([NH2:25])=[CH:23][C:22]=1[N+:28]([O-:30])=[O:29].C(O)(=O)CC(CC(O)=O)(C(O)=O)O. Product: [NH2:25][C:24]1[CH:26]=[CH:27][C:21]([O:1][C:2]2[CH:7]=[CH:6][C:5]([CH2:8][C:9]([OH:11])=[O:10])=[C:4]([CH3:12])[C:3]=2[CH3:13])=[C:22]([N+:28]([O-:30])=[O:29])[CH:23]=1. The catalyst class is: 58.